This data is from Catalyst prediction with 721,799 reactions and 888 catalyst types from USPTO. The task is: Predict which catalyst facilitates the given reaction. (1) The catalyst class is: 39. Product: [CH3:1][O:2][C:3]1[CH:8]=[CH:7][C:6]([C:9]2[C:17]3[C:16]([NH:18][CH2:19][CH2:20][CH2:21][CH2:22][CH2:23][CH2:24][C:25]#[N:37])=[N:15][CH:14]=[N:13][C:12]=3[O:11][C:10]=2[C:30]2[CH:35]=[CH:34][CH:33]=[CH:32][CH:31]=2)=[CH:5][CH:4]=1. Reactant: [CH3:1][O:2][C:3]1[CH:8]=[CH:7][C:6]([C:9]2[C:17]3[C:16]([NH:18][CH2:19][CH2:20][CH2:21][CH2:22][CH2:23][CH2:24][CH2:25]S([O-])(=O)=O)=[N:15][CH:14]=[N:13][C:12]=3[O:11][C:10]=2[C:30]2[CH:35]=[CH:34][CH:33]=[CH:32][CH:31]=2)=[CH:5][CH:4]=1.[C-]#[N:37].[K+]. (2) Reactant: Br[C:2]1[CH:7]=[C:6]([F:8])[CH:5]=[CH:4][C:3]=1[OH:9].[C:23]1(P([C:23]2[CH:28]=[CH:27][CH:26]=[CH:25][CH:24]=2)[C:23]2[CH:28]=[CH:27][CH:26]=[CH:25][CH:24]=2)[CH:28]=[CH:27][CH:26]=[CH:25][CH:24]=1.[CH3:29][C:30]1[O:34][C:33]([C:35]2[CH:40]=[CH:39][CH:38]=[CH:37][CH:36]=2)=[N:32][C:31]=1[CH2:41][CH2:42]O.N([C:46]([O:48][CH:49](C)[CH3:50])=[O:47])=N[C:46]([O:48][CH:49](C)[CH3:50])=[O:47]. Product: [F:8][C:6]1[CH:5]=[CH:4][C:3]([O:9][CH2:42][CH2:41][C:31]2[N:32]=[C:33]([C:35]3[CH:36]=[CH:37][CH:38]=[CH:39][CH:40]=3)[O:34][C:30]=2[CH3:29])=[C:2]([C:28]2[C:23]([C:46]([O:48][CH2:49][CH3:50])=[O:47])=[CH:24][CH:25]=[CH:26][CH:27]=2)[CH:7]=1. The catalyst class is: 11. (3) Reactant: [H-].[H-].[H-].[H-].[Li+].[Al+3].[N:7]1([CH2:12][C:13]2[CH:23]=[CH:22][C:16]([C:17](OCC)=[O:18])=[CH:15][CH:14]=2)[CH:11]=[CH:10][N:9]=[CH:8]1.O. Product: [N:7]1([CH2:12][C:13]2[CH:23]=[CH:22][C:16]([CH2:17][OH:18])=[CH:15][CH:14]=2)[CH:11]=[CH:10][N:9]=[CH:8]1. The catalyst class is: 76. (4) Reactant: [O:1]=[C:2]1[C:8]2[CH:9]=[CH:10][CH:11]=[CH:12][C:7]=2[O:6][CH2:5][C@@H:4]2[CH2:13][CH2:14][C@H:15]([C:17]([OH:19])=O)[CH2:16][N:3]12.S(Cl)([Cl:22])=O. Product: [O:1]=[C:2]1[C:8]2[CH:9]=[CH:10][CH:11]=[CH:12][C:7]=2[O:6][CH2:5][C@@H:4]2[CH2:13][CH2:14][C@H:15]([C:17]([Cl:22])=[O:19])[CH2:16][N:3]12. The catalyst class is: 2.